From a dataset of Catalyst prediction with 721,799 reactions and 888 catalyst types from USPTO. Predict which catalyst facilitates the given reaction. (1) Reactant: C([N:8]1[C@@H:13]([CH2:14][O:15][Si:16]([C:29]([CH3:32])([CH3:31])[CH3:30])([C:23]2[CH:28]=[CH:27][CH:26]=[CH:25][CH:24]=2)[C:17]2[CH:22]=[CH:21][CH:20]=[CH:19][CH:18]=2)[CH2:12][O:11][C@@H:10]([CH2:33][OH:34])[CH2:9]1)C1C=CC=CC=1.[CH3:47][C:46]([O:45][C:43](O[C:43]([O:45][C:46]([CH3:49])([CH3:48])[CH3:47])=[O:44])=[O:44])([CH3:49])[CH3:48].CCN(CC)CC. Product: [Si:16]([O:15][CH2:14][C@@H:13]1[N:8]([C:43]([O:45][C:46]([CH3:47])([CH3:48])[CH3:49])=[O:44])[CH2:9][C@H:10]([CH2:33][OH:34])[O:11][CH2:12]1)([C:29]([CH3:31])([CH3:32])[CH3:30])([C:17]1[CH:18]=[CH:19][CH:20]=[CH:21][CH:22]=1)[C:23]1[CH:28]=[CH:27][CH:26]=[CH:25][CH:24]=1. The catalyst class is: 320. (2) Product: [Cl:16][C:17]1[CH:22]=[CH:21][C:20]([S:23][C:2]2[N:6]([CH3:7])[CH:5]=[N:4][C:3]=2[C:8]2[CH:15]=[CH:14][C:11]([C:12]#[N:13])=[CH:10][CH:9]=2)=[CH:19][CH:18]=1. The catalyst class is: 3. Reactant: Cl[C:2]1[N:6]([CH3:7])[CH:5]=[N:4][C:3]=1[C:8]1[CH:15]=[CH:14][C:11]([C:12]#[N:13])=[CH:10][CH:9]=1.[Cl:16][C:17]1[CH:22]=[CH:21][C:20]([SH:23])=[CH:19][CH:18]=1.C(N(CC)CC)C.